This data is from NCI-60 drug combinations with 297,098 pairs across 59 cell lines. The task is: Regression. Given two drug SMILES strings and cell line genomic features, predict the synergy score measuring deviation from expected non-interaction effect. Drug 1: CCN(CC)CCNC(=O)C1=C(NC(=C1C)C=C2C3=C(C=CC(=C3)F)NC2=O)C. Drug 2: C1CCC(C(C1)N)N.C(=O)(C(=O)[O-])[O-].[Pt+4]. Cell line: T-47D. Synergy scores: CSS=12.3, Synergy_ZIP=-7.05, Synergy_Bliss=1.61, Synergy_Loewe=-9.09, Synergy_HSA=0.273.